From a dataset of Forward reaction prediction with 1.9M reactions from USPTO patents (1976-2016). Predict the product of the given reaction. (1) Given the reactants O[CH2:2][C@H:3]([CH2:7][C:8]1[CH:13]=[CH:12][C:11]2[O:14][CH2:15][O:16][C:10]=2[CH:9]=1)[C:4]([OH:6])=[O:5].C(N(CC)CC)C.ClC(OCC)=O, predict the reaction product. The product is: [CH2:15]1[O:14][C:11]2[CH:12]=[CH:13][C:8]([CH2:7][C@H:3]3[CH2:2][O:5][C:4]3=[O:6])=[CH:9][C:10]=2[O:16]1. (2) The product is: [CH3:17][NH:18][C:4]([C:6]1[N:7]([CH3:16])[C:8]2[C:13]([CH:14]=1)=[CH:12][C:11]([Cl:15])=[CH:10][CH:9]=2)=[O:3]. Given the reactants C([O:3][C:4]([C:6]1[N:7]([CH3:16])[C:8]2[C:13]([CH:14]=1)=[CH:12][C:11]([Cl:15])=[CH:10][CH:9]=2)=O)C.[CH3:17][N:18](C)O, predict the reaction product. (3) Given the reactants Br[C:2]1[CH:3]=[N:4][CH:5]=[C:6]([Br:8])[CH:7]=1.[CH3:9][N:10]1[CH2:15][CH2:14][NH:13][CH2:12][CH2:11]1.C([O-])([O-])=O.[K+].[K+], predict the reaction product. The product is: [Br:8][C:6]1[CH:7]=[C:2]([N:13]2[CH2:14][CH2:15][N:10]([CH3:9])[CH2:11][CH2:12]2)[CH:3]=[N:4][CH:5]=1. (4) The product is: [CH3:23][O:21][C:20](=[O:22])[CH2:19][C:2]1[CH:1]=[C:6]([I:7])[C:5]([O:8][C:9]2[CH:10]=[C:11]([I:17])[C:12]([OH:16])=[C:13]([I:15])[CH:14]=2)=[C:4]([I:18])[CH:3]=1. Given the reactants [CH:1]1[C:2]([CH2:19][C:20]([OH:22])=[O:21])=[CH:3][C:4]([I:18])=[C:5]([O:8][C:9]2[CH:10]=[C:11]([I:17])[C:12]([OH:16])=[C:13]([I:15])[CH:14]=2)[C:6]=1[I:7].[CH2:23](OC(Cl)=O)C1C=CC=CC=1, predict the reaction product. (5) Given the reactants [Li].[Br:2][C:3]1[CH:8]=[C:7]([F:9])[CH:6]=[CH:5][C:4]=1[C@@H:10]1[N:15]=[C:14]([C:16]2[S:17][CH:18]=[CH:19][N:20]=2)[NH:13][C:12]([CH2:21][N:22]2[CH2:27][CH2:26][O:25][CH2:24][C@H:23]2[C:28]([OH:30])=[O:29])=[C:11]1[C:31]([O:33][C@@H:34](C)[C:35](OC(C)C)=O)=[O:32], predict the reaction product. The product is: [Br:2][C:3]1[CH:8]=[C:7]([F:9])[CH:6]=[CH:5][C:4]=1[C@@H:10]1[N:15]=[C:14]([C:16]2[S:17][CH:18]=[CH:19][N:20]=2)[NH:13][C:12]([CH2:21][N:22]2[CH2:27][CH2:26][O:25][CH2:24][C@H:23]2[C:28]([OH:30])=[O:29])=[C:11]1[C:31]([O:33][CH2:34][CH3:35])=[O:32]. (6) Given the reactants C[O:2][C:3]([C@H:5]1[N:10]([C:11]2[S:12][C:13]3[CH:19]=[C:18]([C:20]([F:23])([F:22])[F:21])[CH:17]=[CH:16][C:14]=3[N:15]=2)[CH2:9][CH2:8][N:7]([C:24]([O:26][C:27]([CH3:30])([CH3:29])[CH3:28])=[O:25])[CH2:6]1)=O.[BH4-].[Li+].[Cl-].[NH4+], predict the reaction product. The product is: [C:27]([O:26][C:24]([N:7]1[CH2:8][CH2:9][N:10]([C:11]2[S:12][C:13]3[CH:19]=[C:18]([C:20]([F:21])([F:23])[F:22])[CH:17]=[CH:16][C:14]=3[N:15]=2)[C@H:5]([CH2:3][OH:2])[CH2:6]1)=[O:25])([CH3:30])([CH3:29])[CH3:28]. (7) Given the reactants [OH-].[Na+].[C:11](O[C:11]([O:13][C:14]([CH3:17])([CH3:16])[CH3:15])=[O:12])([O:13][C:14]([CH3:17])([CH3:16])[CH3:15])=[O:12].[NH2:18][CH:19]1[CH2:24][CH2:23][CH:22]([C:25]([OH:27])=[O:26])[CH2:21][CH2:20]1, predict the reaction product. The product is: [C:14]([O:13][C:11]([NH:18][CH:19]1[CH2:24][CH2:23][CH:22]([C:25]([OH:27])=[O:26])[CH2:21][CH2:20]1)=[O:12])([CH3:15])([CH3:16])[CH3:17].